From a dataset of Forward reaction prediction with 1.9M reactions from USPTO patents (1976-2016). Predict the product of the given reaction. Given the reactants [C:1]12(COC3C(Br)=CN=C(NN)C=3)CC3CC(CC(C3)C1)C2.[Br:22][C:23]1[C:24]([CH2:31][O:32][C:33]2[CH:38]=[CH:37][C:36]([Cl:39])=[C:35]([Cl:40])[CH:34]=2)=[CH:25][C:26]([NH:29][NH2:30])=[N:27][CH:28]=1, predict the reaction product. The product is: [Br:22][C:23]1[C:24]([CH2:31][O:32][C:33]2[CH:38]=[CH:37][C:36]([Cl:39])=[C:35]([Cl:40])[CH:34]=2)=[CH:25][C:26]2[N:27]([CH:1]=[N:30][N:29]=2)[CH:28]=1.